This data is from Reaction yield outcomes from USPTO patents with 853,638 reactions. The task is: Predict the reaction yield, written as a fraction of the theoretical maximum amount of product (1.0 means a 100% yield; for example, 0.34 means a 34% yield). The reactants are [CH:1]1[CH:2]=[CH:3][C:4]2N(O)N=N[C:5]=2[CH:6]=1.[NH3:11].CN(C(ON1N=N[C:22]2[CH:23]=C[CH:25]=[CH:26][C:21]1=2)=[N+](C)C)C.[B-](F)(F)(F)F.CC[N:36]([CH:40]([CH3:42])C)[CH:37]([CH3:39])C.C[N:44]([CH:46]=[O:47])C. The catalyst is O. The product is [CH:5]1([C:23]2[NH:11][C:26]([C:25]3[CH:39]=[CH:37][N:36]=[CH:40][CH:42]=3)=[CH:21][C:22]=2[C:46]([NH2:44])=[O:47])[CH2:4][CH2:3][CH2:2][CH2:1][CH2:6]1. The yield is 0.430.